Dataset: Reaction yield outcomes from USPTO patents with 853,638 reactions. Task: Predict the reaction yield, written as a fraction of the theoretical maximum amount of product (1.0 means a 100% yield; for example, 0.34 means a 34% yield). (1) The reactants are [C:1]([O:5][C:6](=[O:34])[NH:7][C:8]1([C:12]2[CH:17]=[CH:16][C:15]([C:18]3[N:19]=[C:20]4[CH:25]=[C:24]([NH2:26])[CH:23]=[CH:22][N:21]4[C:27]=3[C:28]3[CH:33]=[CH:32][CH:31]=[CH:30][CH:29]=3)=[CH:14][CH:13]=2)[CH2:11][CH2:10][CH2:9]1)([CH3:4])([CH3:3])[CH3:2].[C:35](OC(=O)C)(=[O:37])[CH3:36].N1C=CC=CC=1.O. The catalyst is C(Cl)Cl. The product is [C:1]([O:5][C:6](=[O:34])[NH:7][C:8]1([C:12]2[CH:13]=[CH:14][C:15]([C:18]3[N:19]=[C:20]4[CH:25]=[C:24]([NH:26][C:35](=[O:37])[CH3:36])[CH:23]=[CH:22][N:21]4[C:27]=3[C:28]3[CH:29]=[CH:30][CH:31]=[CH:32][CH:33]=3)=[CH:16][CH:17]=2)[CH2:11][CH2:10][CH2:9]1)([CH3:4])([CH3:2])[CH3:3]. The yield is 0.610. (2) The reactants are CCN(CC)CC.[SH:8][CH2:9][C:10]([OH:12])=[O:11].Cl[C:14]1[CH:19]=[CH:18][C:17]([N+:20]([O-:22])=[O:21])=[CH:16][C:15]=1[N+:23]([O-:25])=[O:24].O. The catalyst is O1CCOCC1. The product is [N+:20]([C:17]1[CH:16]=[C:15]([N+:23]([O-:25])=[O:24])[CH:14]=[CH:19][C:18]=1[S:8][CH2:9][C:10]([OH:12])=[O:11])([O-:22])=[O:21]. The yield is 0.740. (3) The reactants are [Br:1][C:2]1[CH:9]=[CH:8][C:7]([O:10][Si:11]([C:14]([CH3:17])([CH3:16])[CH3:15])([CH3:13])[CH3:12])=[CH:6][C:3]=1[CH2:4][OH:5].C(N(C(C)C)CC)(C)C.[CH3:27][O:28][CH2:29]Cl.O. The catalyst is ClCCl. The product is [Br:1][C:2]1[CH:9]=[CH:8][C:7]([O:10][Si:11]([C:14]([CH3:17])([CH3:16])[CH3:15])([CH3:12])[CH3:13])=[CH:6][C:3]=1[CH2:4][O:5][CH2:27][O:28][CH3:29]. The yield is 0.940. (4) The reactants are [S:1]([N:11]1[CH:15]=[CH:14][CH:13]=[CH:12]1)([C:4]1[CH:10]=[CH:9][C:7]([CH3:8])=[CH:6][CH:5]=1)(=[O:3])=[O:2].[Cl:16][S:17](O)(=[O:19])=[O:18]. The catalyst is C(#N)C. The product is [S:1]([N:11]1[CH:15]=[CH:14][C:13]([S:17]([Cl:16])(=[O:19])=[O:18])=[CH:12]1)([C:4]1[CH:5]=[CH:6][C:7]([CH3:8])=[CH:9][CH:10]=1)(=[O:2])=[O:3]. The yield is 0.200. (5) The reactants are CC(C[AlH]CC(C)C)C.[CH2:10]([O:17][C:18](=[O:44])[C:19]([NH:36][C:37]([O:39][C:40]([CH3:43])([CH3:42])[CH3:41])=[O:38])([NH:28][C:29]([O:31][C:32]([CH3:35])([CH3:34])[CH3:33])=[O:30])[CH2:20][CH2:21][C:22](=[O:27])N(OC)C)[C:11]1[CH:16]=[CH:15][CH:14]=[CH:13][CH:12]=1. The catalyst is CCCCCC. The product is [CH2:10]([O:17][C:18](=[O:44])[C:19]([NH:28][C:29]([O:31][C:32]([CH3:35])([CH3:34])[CH3:33])=[O:30])([NH:36][C:37]([O:39][C:40]([CH3:41])([CH3:42])[CH3:43])=[O:38])[CH2:20][CH2:21][CH:22]=[O:27])[C:11]1[CH:16]=[CH:15][CH:14]=[CH:13][CH:12]=1. The yield is 0.750.